Dataset: Peptide-MHC class I binding affinity with 185,985 pairs from IEDB/IMGT. Task: Regression. Given a peptide amino acid sequence and an MHC pseudo amino acid sequence, predict their binding affinity value. This is MHC class I binding data. The peptide sequence is FPVTPQVPL. The MHC is HLA-B54:01 with pseudo-sequence HLA-B54:01. The binding affinity (normalized) is 0.711.